Predict the product of the given reaction. From a dataset of Forward reaction prediction with 1.9M reactions from USPTO patents (1976-2016). (1) Given the reactants [CH:1]12[NH:8][CH:5]([CH2:6][CH2:7]1)[CH2:4][CH:3]([N:9]([CH:17]1[CH2:22][CH2:21][CH2:20][CH2:19][CH2:18]1)[C:10]([N:12]([CH2:15][CH3:16])[CH2:13][CH3:14])=[O:11])[CH2:2]2.[CH3:23][C:24]([O:27][C:28]([NH:30][C@@H:31]([C:40](O)=[O:41])[CH2:32][C:33]1[CH:38]=[CH:37][C:36]([Cl:39])=[CH:35][CH:34]=1)=[O:29])([CH3:26])[CH3:25].OC1C2N=NNC=2C=CC=1.Cl.CN(C)CCCN=C=NCC.C(N(C(C)C)CC)(C)C, predict the reaction product. The product is: [Cl:39][C:36]1[CH:35]=[CH:34][C:33]([CH2:32][C@@H:31]([NH:30][C:28](=[O:29])[O:27][C:24]([CH3:26])([CH3:23])[CH3:25])[C:40]([N:8]2[CH:1]3[CH2:7][CH2:6][CH:5]2[CH2:4][CH:3]([N:9]([CH:17]2[CH2:18][CH2:19][CH2:20][CH2:21][CH2:22]2)[C:10]([N:12]([CH2:13][CH3:14])[CH2:15][CH3:16])=[O:11])[CH2:2]3)=[O:41])=[CH:38][CH:37]=1. (2) Given the reactants [NH2:1][C:2]1[N:7]=[C:6]([C:8]2[CH:13]=[CH:12][CH:11]=[CH:10][CH:9]=2)[C:5]([C:14]2[CH:15]=[CH:16][C:17](=[O:23])[N:18]([CH:20]([CH3:22])[CH3:21])[N:19]=2)=[CH:4][CH:3]=1.[N:24]1[CH:29]=[CH:28][C:27]([CH:30]=O)=[CH:26][CH:25]=1.[BH-](OC(C)=O)(OC(C)=O)OC(C)=O.[Na+].C([O-])(O)=O.[Na+], predict the reaction product. The product is: [CH:20]([N:18]1[C:17](=[O:23])[CH:16]=[CH:15][C:14]([C:5]2[C:6]([C:8]3[CH:9]=[CH:10][CH:11]=[CH:12][CH:13]=3)=[N:7][C:2]([NH:1][CH2:30][C:27]3[CH:28]=[CH:29][N:24]=[CH:25][CH:26]=3)=[CH:3][CH:4]=2)=[N:19]1)([CH3:21])[CH3:22]. (3) The product is: [CH3:22][O:21][C:19]1[CH:18]=[CH:17][C:16]2[C:12]([CH2:11][CH2:10][OH:9])=[CH:13][O:14][C:15]=2[CH:20]=1. Given the reactants [H-].[H-].[H-].[H-].[Li+].[Al+3].C([O:9][C:10](=O)[CH2:11][C:12]1[C:16]2[CH:17]=[CH:18][C:19]([O:21][CH3:22])=[CH:20][C:15]=2[O:14][CH:13]=1)C, predict the reaction product.